Dataset: Forward reaction prediction with 1.9M reactions from USPTO patents (1976-2016). Task: Predict the product of the given reaction. (1) Given the reactants [Cl:1][CH2:2][CH2:3][NH:4][CH2:5][C:6]([F:9])([F:8])[F:7].C(N(CC)CC)C.Cl[C:18]([O:20][C:21]1[CH:26]=[CH:25][CH:24]=[CH:23][CH:22]=1)=[O:19], predict the reaction product. The product is: [Cl:1][CH2:2][CH2:3][N:4]([CH2:5][C:6]([F:9])([F:8])[F:7])[C:18](=[O:19])[O:20][C:21]1[CH:26]=[CH:25][CH:24]=[CH:23][CH:22]=1. (2) Given the reactants [F:1][C@H:2]1[C@@H:7]([O:8][C:9]2[CH:16]=[CH:15][C:14]([C:17]3[N:22]=[C:21]([NH:23][C:24]4[CH:29]=[CH:28][C:27]([N:30]5[CH2:35][CH2:34][N:33]([CH:36]6[CH2:39][O:38][CH2:37]6)[CH2:32][CH2:31]5)=[CH:26][CH:25]=4)[N:20]=[CH:19][N:18]=3)=[CH:13][C:10]=2[C:11]#[N:12])[CH2:6][CH2:5][NH:4][CH2:3]1.CN(C(ON1N=NC2C=CC=NC1=2)=[N+](C)C)C.F[P-](F)(F)(F)(F)F.[O:64]=[C:65]1[NH:69][C@H:68]([C:70](O)=[O:71])[CH2:67][O:66]1, predict the reaction product. The product is: [F:1][C@H:2]1[C@@H:7]([O:8][C:9]2[CH:16]=[CH:15][C:14]([C:17]3[N:22]=[C:21]([NH:23][C:24]4[CH:29]=[CH:28][C:27]([N:30]5[CH2:31][CH2:32][N:33]([CH:36]6[CH2:39][O:38][CH2:37]6)[CH2:34][CH2:35]5)=[CH:26][CH:25]=4)[N:20]=[CH:19][N:18]=3)=[CH:13][C:10]=2[C:11]#[N:12])[CH2:6][CH2:5][N:4]([C:70]([C@@H:68]2[CH2:67][O:66][C:65](=[O:64])[NH:69]2)=[O:71])[CH2:3]1.